Task: Predict which catalyst facilitates the given reaction.. Dataset: Catalyst prediction with 721,799 reactions and 888 catalyst types from USPTO (1) Reactant: [F:1][C:2]1[CH:7]=[CH:6][C:5]([N:8]2[CH2:13][CH2:12][N:11](C(OC(C)(C)C)=O)[CH2:10][CH2:9]2)=[C:4]([CH:21]=[O:22])[CH:3]=1.[ClH:23].O1CCOCC1. Product: [ClH:23].[ClH:23].[F:1][C:2]1[CH:7]=[CH:6][C:5]([N:8]2[CH2:13][CH2:12][NH:11][CH2:10][CH2:9]2)=[C:4]([CH:21]=[O:22])[CH:3]=1. The catalyst class is: 12. (2) Reactant: C([O:3][C:4](=[O:37])[C:5]([C:8]1[CH:13]=[CH:12][C:11]([CH2:14][N:15]([CH2:25][C:26]2[CH:31]=[CH:30][CH:29]=[C:28]([O:32][CH2:33][C:34]([OH:36])=[O:35])[CH:27]=2)[S:16]([C:19]2[CH:20]=[N:21][CH:22]=[CH:23][CH:24]=2)(=[O:18])=[O:17])=[CH:10][CH:9]=1)([CH3:7])[CH3:6])C.O[Li].O. Product: [C:34]([CH2:33][O:32][C:28]1[CH:27]=[C:26]([CH:31]=[CH:30][CH:29]=1)[CH2:25][N:15]([CH2:14][C:11]1[CH:12]=[CH:13][C:8]([C:5]([CH3:7])([CH3:6])[C:4]([OH:37])=[O:3])=[CH:9][CH:10]=1)[S:16]([C:19]1[CH:20]=[N:21][CH:22]=[CH:23][CH:24]=1)(=[O:18])=[O:17])([OH:36])=[O:35]. The catalyst class is: 20. (3) Reactant: [Br:1][C:2]1[CH:13]=[C:6]2[C:7]([O:9][C:10](=[O:12])[NH:11][C:5]2=[CH:4][CH:3]=1)=[O:8].[H-].[Na+].I[CH3:17].O. Product: [Br:1][C:2]1[CH:3]=[CH:4][C:5]2[N:11]([CH3:17])[C:10](=[O:12])[O:9][C:7](=[O:8])[C:6]=2[CH:13]=1. The catalyst class is: 174. (4) Reactant: Br[CH2:2][C:3]1[N:8]([CH2:9][CH2:10][CH3:11])[C:7](=[O:12])[NH:6][C:5](=[O:13])[C:4]=1[N+:14]([O-:16])=O.[NH2:17][C:18]1[CH:23]=[CH:22][CH:21]=[CH:20][CH:19]=1. Product: [C:18]1([N:17]2[CH:2]=[C:3]3[N:8]([CH2:9][CH2:10][CH3:11])[C:7](=[O:12])[NH:6][C:5](=[O:13])[C:4]3=[N+:14]2[O-:16])[CH:23]=[CH:22][CH:21]=[CH:20][CH:19]=1. The catalyst class is: 13. (5) Reactant: [Cl:1]N1C(=O)CCC1=O.[CH3:9][O:10][C:11]1[C:17]([O:18][CH3:19])=[CH:16][CH:15]=C[C:12]=1[NH2:13].Cl[CH2:21][Cl:22]. Product: [Cl:1][C:16]1[CH:15]=[C:21]([Cl:22])[C:12]([NH2:13])=[C:11]([O:10][CH3:9])[C:17]=1[O:18][CH3:19]. The catalyst class is: 22. (6) Reactant: C[Si]([C:5]#[C:6][C:7]1[N:12]=[C:11]2[N:13](C(=O)C3C=CC=CC=3)[CH:14]=[CH:15][C:10]2=[CH:9][CH:8]=1)(C)C.[OH-].[Na+]. Product: [C:6]([C:7]1[N:12]=[C:11]2[NH:13][CH:14]=[CH:15][C:10]2=[CH:9][CH:8]=1)#[CH:5]. The catalyst class is: 5. (7) Reactant: [F:1][S:2]([F:13])([F:12])([F:11])([F:10])[C:3]1[CH:9]=[CH:8][C:6](N)=[CH:5][CH:4]=1.[OH:14]S(O)(=O)=O.N([O-])=O.[Na+]. Product: [F:1][S:2]([F:13])([F:12])([F:11])([F:10])[C:3]1[CH:9]=[CH:8][C:6]([OH:14])=[CH:5][CH:4]=1. The catalyst class is: 6.